Dataset: Full USPTO retrosynthesis dataset with 1.9M reactions from patents (1976-2016). Task: Predict the reactants needed to synthesize the given product. Given the product [F:8][C:6]1[CH:5]=[C:4]([CH2:9][C:10]([NH:12][C@H:13]([C:15]([NH:18][CH:19]2[C:28]3[C:23](=[CH:24][C:25]([C:29]4[CH:34]=[CH:33][CH:32]=[CH:31][CH:30]=4)=[CH:26][CH:27]=3)[CH2:22][NH:21][C:20]2=[O:35])=[O:17])[CH3:14])=[O:11])[CH:3]=[C:2]([F:1])[CH:7]=1, predict the reactants needed to synthesize it. The reactants are: [F:1][C:2]1[CH:3]=[C:4]([CH2:9][C:10]([NH:12][C@H:13]([C:15]([OH:17])=O)[CH3:14])=[O:11])[CH:5]=[C:6]([F:8])[CH:7]=1.[NH2:18][CH:19]1[C:28]2[C:23](=[CH:24][C:25]([C:29]3[CH:34]=[CH:33][CH:32]=[CH:31][CH:30]=3)=[CH:26][CH:27]=2)[CH2:22][NH:21][C:20]1=[O:35].